This data is from Peptide-MHC class I binding affinity with 185,985 pairs from IEDB/IMGT. The task is: Regression. Given a peptide amino acid sequence and an MHC pseudo amino acid sequence, predict their binding affinity value. This is MHC class I binding data. (1) The MHC is HLA-A11:01 with pseudo-sequence HLA-A11:01. The peptide sequence is LAYARGQAM. The binding affinity (normalized) is 0.213. (2) The peptide sequence is LTDSPETHHY. The MHC is HLA-A26:01 with pseudo-sequence HLA-A26:01. The binding affinity (normalized) is 0.0244. (3) The peptide sequence is KRINSLIKY. The MHC is HLA-A69:01 with pseudo-sequence HLA-A69:01. The binding affinity (normalized) is 0.0847. (4) The peptide sequence is YHDPETAAA. The MHC is HLA-A02:01 with pseudo-sequence HLA-A02:01. The binding affinity (normalized) is 0.213. (5) The binding affinity (normalized) is 0.213. The MHC is HLA-A66:01 with pseudo-sequence HLA-A66:01. The peptide sequence is SQQPVQMLY.